Binary Classification. Given a T-cell receptor sequence (or CDR3 region) and an epitope sequence, predict whether binding occurs between them. From a dataset of TCR-epitope binding with 47,182 pairs between 192 epitopes and 23,139 TCRs. (1) The epitope is KLPDDFTGCV. The TCR CDR3 sequence is CASSGGQGGNTIYF. Result: 0 (the TCR does not bind to the epitope). (2) The epitope is YLDAYNMMI. The TCR CDR3 sequence is CSVGPGTEQYF. Result: 1 (the TCR binds to the epitope). (3) The epitope is LLQTGIHVRVSQPSL. The TCR CDR3 sequence is CASSFTGGNIQYF. Result: 1 (the TCR binds to the epitope). (4) The epitope is YFPLQSYGF. The TCR CDR3 sequence is CASSLLRRVPWETDTQYF. Result: 1 (the TCR binds to the epitope). (5) The epitope is AVFDRKSDAK. The TCR CDR3 sequence is CASSLAWDLNSPLHF. Result: 1 (the TCR binds to the epitope). (6) The epitope is YLQPRTFLL. The TCR CDR3 sequence is CASSLDILAFF. Result: 1 (the TCR binds to the epitope). (7) The epitope is GTSGSPIINR. The TCR CDR3 sequence is CASSSVGGSGANVLTF. Result: 1 (the TCR binds to the epitope). (8) The epitope is RLQSLQTYV. The TCR CDR3 sequence is CASSPPQRDNGYTF. Result: 0 (the TCR does not bind to the epitope). (9) The epitope is FLPRVFSAV. The TCR CDR3 sequence is CASSFGTGVNQPQHF. Result: 0 (the TCR does not bind to the epitope).